Dataset: Full USPTO retrosynthesis dataset with 1.9M reactions from patents (1976-2016). Task: Predict the reactants needed to synthesize the given product. Given the product [CH3:10][O:9][C:7]1[CH:8]=[C:3]([O:2][CH3:1])[N:4]=[C:5]([C:11]([C:13]2[CH:14]=[CH:13][CH:11]=[CH:5][C:14]=2[NH2:16])=[O:12])[N:6]=1, predict the reactants needed to synthesize it. The reactants are: [CH3:1][O:2][C:3]1[CH:8]=[C:7]([O:9][CH3:10])[N:6]=[C:5]([C:11]([CH2:13][C:14]([NH:16]C2C=CC=CC=2)=O)=[O:12])[N:4]=1.Cl.[OH-].[Na+].